From a dataset of Aqueous solubility values for 9,982 compounds from the AqSolDB database. Regression/Classification. Given a drug SMILES string, predict its absorption, distribution, metabolism, or excretion properties. Task type varies by dataset: regression for continuous measurements (e.g., permeability, clearance, half-life) or binary classification for categorical outcomes (e.g., BBB penetration, CYP inhibition). For this dataset (solubility_aqsoldb), we predict Y. (1) The drug is C=C(C)C(=O)OC. The Y is -0.800 log mol/L. (2) The molecule is Cn1cnc2nc(Cl)nc(NN)c21. The Y is -1.14 log mol/L. (3) The molecule is O=C1OC(C(O)C(O)CO)C(O)C1O. The Y is 0.335 log mol/L. (4) The drug is O=[N+]([O-])[O-].[Li+]. The Y is 1.17 log mol/L. (5) The compound is COc1ccc(-c2cc(=O)c3c(O)cc(O)cc3o2)cc1O. The Y is -6.20 log mol/L. (6) The compound is CC1=C(C#N)C(=O)N(C)C(=O)/C1=N\Nc1cccc(OS(=O)(=O)c2ccccc2)c1. The Y is -8.78 log mol/L.